Dataset: Catalyst prediction with 721,799 reactions and 888 catalyst types from USPTO. Task: Predict which catalyst facilitates the given reaction. Reactant: [N:1]1([C:7]2[CH:12]=[CH:11][C:10]([NH2:13])=[CH:9][CH:8]=2)[CH2:6][CH2:5][O:4][CH2:3][CH2:2]1.[CH:14](O)=O. Product: [CH3:14][NH:13][C:10]1[CH:9]=[CH:8][C:7]([N:1]2[CH2:2][CH2:3][O:4][CH2:5][CH2:6]2)=[CH:12][CH:11]=1. The catalyst class is: 6.